From a dataset of Catalyst prediction with 721,799 reactions and 888 catalyst types from USPTO. Predict which catalyst facilitates the given reaction. (1) Reactant: [F:1][C:2]1[CH:7]=[CH:6][CH:5]=[C:4]([F:8])[C:3]=1[N:9]1[C:14]2[N:15]=[C:16](S(C)=O)[N:17]=[C:18]([C:19]3[CH:20]=[C:21]([CH:28]=[CH:29][C:30]=3[CH3:31])[C:22]([NH:24][CH:25]([CH3:27])[CH3:26])=[O:23])[C:13]=2[CH2:12][NH:11][C:10]1=[O:35].[CH3:36][N:37]([CH3:41])[CH2:38][CH2:39][NH2:40]. Product: [F:1][C:2]1[CH:7]=[CH:6][CH:5]=[C:4]([F:8])[C:3]=1[N:9]1[C:14]2[N:15]=[C:16]([NH:40][CH2:39][CH2:38][N:37]([CH3:41])[CH3:36])[N:17]=[C:18]([C:19]3[CH:20]=[C:21]([CH:28]=[CH:29][C:30]=3[CH3:31])[C:22]([NH:24][CH:25]([CH3:27])[CH3:26])=[O:23])[C:13]=2[CH2:12][NH:11][C:10]1=[O:35]. The catalyst class is: 1. (2) Reactant: [CH2:1]([O:3][C:4](=[O:13])[CH2:5][CH2:6][C:7]1[CH:12]=[CH:11][CH:10]=[CH:9][CH:8]=1)[CH3:2].[O:14]=[C:15]([CH2:21][CH3:22])[C:16]([O:18][CH2:19][CH3:20])=[O:17]. Product: [CH2:19]([O:18][C:16](=[O:17])[C:15]([CH2:21][CH3:22])([OH:14])[CH:5]([CH2:6][C:7]1[CH:12]=[CH:11][CH:10]=[CH:9][CH:8]=1)[C:4]([O:3][CH2:1][CH3:2])=[O:13])[CH3:20]. The catalyst class is: 7. (3) Reactant: Cl[C:2]1[N:7]=[C:6]([NH:8][C@H:9]([C:11]2[CH:16]=[CH:15][C:14]([F:17])=[CH:13][CH:12]=2)[CH3:10])[N:5]=[C:4]([NH:18][C:19]2[CH:24]=[N:23][CH:22]=[CH:21][N:20]=2)[CH:3]=1.P([O-])([O-])([O-])=O.[K+].[K+].[K+].C1(P(C2CCCCC2)C2C=CC=CC=2C2C(C(C)C)=CC(C(C)C)=CC=2C(C)C)CCCCC1.[CH2:67]([OH:73])[CH:68]1[O:72][CH2:71][CH2:70][CH2:69]1. Product: [F:17][C:14]1[CH:15]=[CH:16][C:11]([C@@H:9]([NH:8][C:6]2[N:5]=[C:4]([NH:18][C:19]3[CH:24]=[N:23][CH:22]=[CH:21][N:20]=3)[CH:3]=[C:2]([O:73][CH2:67][CH:68]3[CH2:69][CH2:70][CH2:71][O:72]3)[N:7]=2)[CH3:10])=[CH:12][CH:13]=1. The catalyst class is: 12.